This data is from TCR-epitope binding with 47,182 pairs between 192 epitopes and 23,139 TCRs. The task is: Binary Classification. Given a T-cell receptor sequence (or CDR3 region) and an epitope sequence, predict whether binding occurs between them. (1) The epitope is KLMNIQQKL. The TCR CDR3 sequence is CASSQDLREGSYEQYF. Result: 0 (the TCR does not bind to the epitope). (2) The epitope is EHPTFTSQYRIQGKL. The TCR CDR3 sequence is CASSYGSGYYNSPLHF. Result: 0 (the TCR does not bind to the epitope). (3) The TCR CDR3 sequence is CASSQDRGGTEAFF. The epitope is RLRAEAQVK. Result: 1 (the TCR binds to the epitope). (4) The epitope is FADDLNQLTGY. The TCR CDR3 sequence is CASSLAASAVRWTGELFF. Result: 1 (the TCR binds to the epitope). (5) The epitope is PROT_97E67BCC. The TCR CDR3 sequence is CASSHRASGGATPYF. Result: 1 (the TCR binds to the epitope). (6) The epitope is FRYMNSQGL. The TCR CDR3 sequence is CASKGQDNSPLHF. Result: 0 (the TCR does not bind to the epitope). (7) The epitope is KLSALGINAV. The TCR CDR3 sequence is CASSFITSGFPYEQYF. Result: 1 (the TCR binds to the epitope). (8) The epitope is YLDAYNMMI. The TCR CDR3 sequence is CASRPQLDQGASDTQYF. Result: 1 (the TCR binds to the epitope).